Dataset: Forward reaction prediction with 1.9M reactions from USPTO patents (1976-2016). Task: Predict the product of the given reaction. (1) Given the reactants [C:1]([C:5]1[CH:6]=[C:7]([NH:17][C:18]([NH:20][C:21]2[S:22][C:23]([C:28]([N:30]3[CH2:35][CH2:34][O:33][CH2:32][CH2:31]3)=O)=[C:24]([Cl:27])[C:25]=2[CH3:26])=[O:19])[N:8]([C:10]2[CH:15]=[CH:14][C:13]([F:16])=[CH:12][CH:11]=2)[N:9]=1)([CH3:4])([CH3:3])[CH3:2].COC1C=CC(P2(SP(C3C=CC(OC)=CC=3)(=S)S2)=[S:45])=CC=1, predict the reaction product. The product is: [C:1]([C:5]1[CH:6]=[C:7]([NH:17][C:18]([NH:20][C:21]2[S:22][C:23]([C:28]([N:30]3[CH2:31][CH2:32][O:33][CH2:34][CH2:35]3)=[S:45])=[C:24]([Cl:27])[C:25]=2[CH3:26])=[O:19])[N:8]([C:10]2[CH:11]=[CH:12][C:13]([F:16])=[CH:14][CH:15]=2)[N:9]=1)([CH3:3])([CH3:4])[CH3:2]. (2) Given the reactants [F:1][CH2:2][S:3]([C:6]1[CH:11]=[CH:10][C:9]([CH3:12])=[CH:8][CH:7]=1)(=[O:5])=[O:4].[Br:13]N1C(=O)CCC1=O.CC(N=NC(C#N)(C)C)(C#N)C, predict the reaction product. The product is: [Br:13][CH2:12][C:9]1[CH:10]=[CH:11][C:6]([S:3]([CH2:2][F:1])(=[O:4])=[O:5])=[CH:7][CH:8]=1. (3) The product is: [CH3:27][N:26]([CH3:28])[CH:23]1[CH2:24][CH2:25][N:21]([C:18]2[CH:19]=[CH:20][C:15]([NH:14][C:12](=[O:13])[C:11]3[CH:29]=[CH:30][C:8]([O:38][C:35]4[CH:36]=[CH:37][C:32]([F:31])=[CH:33][CH:34]=4)=[N:9][CH:10]=3)=[CH:16][CH:17]=2)[CH2:22]1. Given the reactants C(=O)([O-])[O-].[K+].[K+].Cl[C:8]1[CH:30]=[CH:29][C:11]([C:12]([NH:14][C:15]2[CH:20]=[CH:19][C:18]([N:21]3[CH2:25][CH2:24][CH:23]([N:26]([CH3:28])[CH3:27])[CH2:22]3)=[CH:17][CH:16]=2)=[O:13])=[CH:10][N:9]=1.[F:31][C:32]1[CH:37]=[CH:36][C:35]([OH:38])=[CH:34][CH:33]=1.O, predict the reaction product. (4) Given the reactants [CH2:1]([NH:4][C:5]1[N:10]=[C:9]([NH:11][CH2:12][CH2:13][CH3:14])[N:8]=[C:7]([NH:15][CH2:16][C:17]#[CH:18])[N:6]=1)[CH2:2][CH3:3].[OH:19][S:20]([OH:23])(=[O:22])=[O:21].S(O)(O)(=O)=O.CN(C)C1N=C(NCCC)N=C(NCC#C)N=1.CN(C)C1N=C(NCCC)N=C(NCC#C)N=1, predict the reaction product. The product is: [S:20]([OH:23])([OH:22])(=[O:21])=[O:19].[CH2:1]([NH:4][C:5]1[N:6]=[C:7]([NH:15][CH2:16][CH2:17][CH3:18])[N:8]=[C:9]([NH:11][CH2:12][C:13]#[CH:14])[N:10]=1)[CH2:2][CH3:3].[CH2:1]([NH:4][C:5]1[N:6]=[C:7]([NH:15][CH2:16][CH2:17][CH3:18])[N:8]=[C:9]([NH:11][CH2:12][C:13]#[CH:14])[N:10]=1)[CH2:2][CH3:3]. (5) The product is: [CH2:1]([C:4]1[S:8][C:7](=[NH:9])[N:6]([CH2:11][CH:12]2[CH2:16][CH2:15][CH2:14][O:13]2)[CH:5]=1)[CH2:2][CH3:3]. Given the reactants [CH2:1]([C:4]1[S:8][C:7]([NH2:9])=[N:6][CH:5]=1)[CH2:2][CH3:3].Br[CH2:11][CH:12]1[CH2:16][CH2:15][CH2:14][O:13]1, predict the reaction product. (6) Given the reactants FC(F)(F)S(O[C:7]1[CH:12]=[C:11]([O:13][CH2:14][C:15]2[C:20]([F:21])=[CH:19][C:18]([F:22])=[CH:17][N:16]=2)[N:10]=[C:9]2[CH2:23][CH2:24][CH2:25][C:8]=12)(=O)=O.CC1(C)C(C)(C)OB([C:36]2[CH:37]=[N:38][C:39]([C:42]#[N:43])=[N:40][CH:41]=2)O1.C(=O)([O-])[O-].[K+].[K+], predict the reaction product. The product is: [F:21][C:20]1[C:15]([CH2:14][O:13][C:11]2[N:10]=[C:9]3[CH2:23][CH2:24][CH2:25][C:8]3=[C:7]([C:36]3[CH:37]=[N:38][C:39]([C:42]#[N:43])=[N:40][CH:41]=3)[CH:12]=2)=[N:16][CH:17]=[C:18]([F:22])[CH:19]=1. (7) The product is: [F:21][C:20]([F:23])([F:22])[C:18]([OH:24])=[O:19].[CH3:17][C@H:6]1[NH:7][CH2:8][CH2:9][N:4]([C:1](=[O:3])[CH3:2])[CH2:5]1. Given the reactants [C:1]([N:4]1[CH2:9][CH2:8][N:7](C(OC(C)(C)C)=O)[C@H:6]([CH3:17])[CH2:5]1)(=[O:3])[CH3:2].[C:18]([OH:24])([C:20]([F:23])([F:22])[F:21])=[O:19], predict the reaction product. (8) Given the reactants [OH:1][C:2]1[CH:10]=[CH:9][C:5]([CH2:6][CH2:7][OH:8])=[CH:4][CH:3]=1.Cl[CH2:12][CH2:13][N:14]1[CH2:19][CH2:18][CH2:17][CH2:16][CH2:15]1.C([O-])([O-])=O.[K+].[K+], predict the reaction product. The product is: [N:14]1([CH2:13][CH2:12][O:1][C:2]2[CH:10]=[CH:9][C:5]([CH2:6][CH2:7][OH:8])=[CH:4][CH:3]=2)[CH2:19][CH2:18][CH2:17][CH2:16][CH2:15]1. (9) The product is: [F:16][C:17]1[CH:22]=[C:21]([C:2]2[N:6]3[CH:7]=[CH:8][CH:9]=[CH:10][C:5]3=[N:4][C:3]=2[C:11]([O:13][CH2:14][CH3:15])=[O:12])[CH:20]=[CH:19][N:18]=1. Given the reactants I[C:2]1[N:6]2[CH:7]=[CH:8][CH:9]=[CH:10][C:5]2=[N:4][C:3]=1[C:11]([O:13][CH2:14][CH3:15])=[O:12].[F:16][C:17]1[CH:22]=[C:21](B(O)O)[CH:20]=[CH:19][N:18]=1.FC1N=CC(C2N3C=CC=CC3=NC=2C(OCC)=O)=CC=1, predict the reaction product.